This data is from Forward reaction prediction with 1.9M reactions from USPTO patents (1976-2016). The task is: Predict the product of the given reaction. Given the reactants [Br:1]N1C(=O)NC(=O)N(Br)C1=O.[F:12][C:13]1[CH:18]=[CH:17][C:16]([C:19]2[CH:24]=[CH:23][C:22]([C:25]([O:27][CH3:28])=[O:26])=[C:21]([O:29][CH:30]([CH3:32])[CH3:31])[CH:20]=2)=[CH:15][CH:14]=1.CN(C=O)C, predict the reaction product. The product is: [Br:1][C:24]1[CH:23]=[C:22]([C:25]([O:27][CH3:28])=[O:26])[C:21]([O:29][CH:30]([CH3:32])[CH3:31])=[CH:20][C:19]=1[C:16]1[CH:15]=[CH:14][C:13]([F:12])=[CH:18][CH:17]=1.